This data is from Buchwald-Hartwig C-N cross coupling reaction yields with 55,370 reactions. The task is: Predict the reaction yield, written as a fraction of the theoretical maximum amount of product (1.0 means a 100% yield; for example, 0.34 means a 34% yield). (1) The reactants are FC(F)(F)c1ccc(Cl)cc1.Cc1ccc(N)cc1.O=S(=O)(O[Pd]1c2ccccc2-c2ccccc2N~1)C(F)(F)F.CC(C)c1cc(C(C)C)c(-c2ccccc2P(C(C)(C)C)C(C)(C)C)c(C(C)C)c1.CN(C)C(=NC(C)(C)C)N(C)C.Fc1cccc(F)c1-c1ccno1. No catalyst specified. The product is Cc1ccc(Nc2ccc(C(F)(F)F)cc2)cc1. The yield is 0.0930. (2) The reactants are Clc1ccccn1.Cc1ccc(N)cc1.O=S(=O)(O[Pd]1c2ccccc2-c2ccccc2N~1)C(F)(F)F.CC(C)c1cc(C(C)C)c(-c2ccccc2P(C2CCCCC2)C2CCCCC2)c(C(C)C)c1.CN(C)C(=NC(C)(C)C)N(C)C.c1ccc2oncc2c1. No catalyst specified. The product is Cc1ccc(Nc2ccccn2)cc1. The yield is 0.0682. (3) The yield is 0.156. The reactants are FC(F)(F)c1ccc(Cl)cc1.Cc1ccc(N)cc1.O=S(=O)(O[Pd]1c2ccccc2-c2ccccc2N~1)C(F)(F)F.COc1ccc(OC)c(P([C@]23C[C@H]4C[C@H](C[C@H](C4)C2)C3)[C@]23C[C@H]4C[C@H](C[C@H](C4)C2)C3)c1-c1c(C(C)C)cc(C(C)C)cc1C(C)C.CCN=P(N=P(N(C)C)(N(C)C)N(C)C)(N(C)C)N(C)C.c1ccc(CN(Cc2ccccc2)c2ccno2)cc1. The product is Cc1ccc(Nc2ccc(C(F)(F)F)cc2)cc1. No catalyst specified. (4) The reactants are COc1ccc(I)cc1.Cc1ccc(N)cc1.O=S(=O)(O[Pd]1c2ccccc2-c2ccccc2N~1)C(F)(F)F.CC(C)c1cc(C(C)C)c(-c2ccccc2P(C(C)(C)C)C(C)(C)C)c(C(C)C)c1.CCN=P(N=P(N(C)C)(N(C)C)N(C)C)(N(C)C)N(C)C.Cc1cc(-c2ccccc2)on1. No catalyst specified. The product is COc1ccc(Nc2ccc(C)cc2)cc1. The yield is 0.433. (5) The reactants are Clc1cccnc1.Cc1ccc(N)cc1.O=S(=O)(O[Pd]1c2ccccc2-c2ccccc2N~1)C(F)(F)F.COc1ccc(OC)c(P([C@]23C[C@H]4C[C@H](C[C@H](C4)C2)C3)[C@]23C[C@H]4C[C@H](C[C@H](C4)C2)C3)c1-c1c(C(C)C)cc(C(C)C)cc1C(C)C.CN(C)C(=NC(C)(C)C)N(C)C.c1ccc2nocc2c1. No catalyst specified. The product is Cc1ccc(Nc2cccnc2)cc1. The yield is 0.